Task: Predict the product of the given reaction.. Dataset: Forward reaction prediction with 1.9M reactions from USPTO patents (1976-2016) Given the reactants [NH2:1][C:2]1[CH:3]=[C:4]2[C:32](=[CH:33][CH:34]=1)[C@:7]1([O:11][C:10](=[O:12])[N:9]([CH2:13][C:14]([N:16]([CH2:23][C:24]3[CH:29]=[CH:28][C:27]([F:30])=[CH:26][CH:25]=3)[C@@H:17]([CH3:22])[C:18]([F:21])([F:20])[F:19])=[O:15])[C:8]1=[O:31])[CH2:6][CH2:5]2.[S:35](Cl)([N:38]=[C:39]=[O:40])(=[O:37])=[O:36].CO.[O:44]1[CH2:48]CCC1, predict the reaction product. The product is: [F:30][C:27]1[CH:26]=[CH:25][C:24]([CH2:23][N:16]([C@@H:17]([CH3:22])[C:18]([F:21])([F:20])[F:19])[C:14](=[O:15])[CH2:13][N:9]2[C:8](=[O:31])[C@@:7]3([C:32]4[C:4](=[CH:3][C:2]([NH:1][C:39]([NH:38][S:35](=[O:37])(=[O:36])[O:44][CH3:48])=[O:40])=[CH:34][CH:33]=4)[CH2:5][CH2:6]3)[O:11][C:10]2=[O:12])=[CH:29][CH:28]=1.